From a dataset of Reaction yield outcomes from USPTO patents with 853,638 reactions. Predict the reaction yield, written as a fraction of the theoretical maximum amount of product (1.0 means a 100% yield; for example, 0.34 means a 34% yield). (1) The reactants are [CH3:1][C:2]1[O:6][N:5]=[C:4]([C:7]2[CH:12]=[CH:11][CH:10]=[CH:9][CH:8]=2)[C:3]=1[CH2:13][O:14][C:15]1[CH:23]=[CH:22][C:18]([C:19]([OH:21])=O)=[CH:17][N:16]=1.[F:24][C:25]1[CH:31]=[CH:30][C:28]([NH2:29])=[CH:27][CH:26]=1. No catalyst specified. The product is [F:24][C:25]1[CH:31]=[CH:30][C:28]([NH:29][C:19](=[O:21])[C:18]2[CH:22]=[CH:23][C:15]([O:14][CH2:13][C:3]3[C:4]([C:7]4[CH:8]=[CH:9][CH:10]=[CH:11][CH:12]=4)=[N:5][O:6][C:2]=3[CH3:1])=[N:16][CH:17]=2)=[CH:27][CH:26]=1. The yield is 0.840. (2) The reactants are CO[C:3]([C:5]1[CH:14]=[CH:13][C:8]2[O:9][CH2:10][CH2:11][O:12][C:7]=2[CH:6]=1)=[O:4].[CH3:15][C:16]1[CH:21]=[CH:20][CH:19]=[CH:18][N:17]=1. No catalyst specified. The product is [O:9]1[C:8]2[CH:13]=[CH:14][C:5]([C:3](=[O:4])[CH2:15][C:16]3[CH:21]=[CH:20][CH:19]=[CH:18][N:17]=3)=[CH:6][C:7]=2[O:12][CH2:11][CH2:10]1. The yield is 0.706. (3) The reactants are [CH:1]1([C:4]2[N:5]=[C:6](S)[N:7]([C:9]3[CH:10]=[CH:11][C:12]([F:21])=[C:13]([CH:20]=3)[C:14]([O:16][CH:17]([CH3:19])[CH3:18])=[O:15])[CH:8]=2)[CH2:3][CH2:2]1.[N+]([O-])(O)=O. The catalyst is O. The product is [CH:1]1([C:4]2[N:5]=[CH:6][N:7]([C:9]3[CH:10]=[CH:11][C:12]([F:21])=[C:13]([CH:20]=3)[C:14]([O:16][CH:17]([CH3:18])[CH3:19])=[O:15])[CH:8]=2)[CH2:2][CH2:3]1. The yield is 0.440. (4) The reactants are Cl[C:2]1[C:3]2[CH:10]=[CH:9][N:8]([CH2:11][O:12][CH2:13][CH2:14][Si:15]([CH3:18])([CH3:17])[CH3:16])[C:4]=2[N:5]=[CH:6][N:7]=1.[S:19]1[CH:23]=[CH:22][N:21]=[CH:20]1.C([O-])(=O)C.[K+]. The catalyst is CN(C)C(=O)C.C1C=CC([P]([Pd]([P](C2C=CC=CC=2)(C2C=CC=CC=2)C2C=CC=CC=2)([P](C2C=CC=CC=2)(C2C=CC=CC=2)C2C=CC=CC=2)[P](C2C=CC=CC=2)(C2C=CC=CC=2)C2C=CC=CC=2)(C2C=CC=CC=2)C2C=CC=CC=2)=CC=1. The product is [S:19]1[C:23]([C:2]2[C:3]3[CH:10]=[CH:9][N:8]([CH2:11][O:12][CH2:13][CH2:14][Si:15]([CH3:18])([CH3:17])[CH3:16])[C:4]=3[N:5]=[CH:6][N:7]=2)=[CH:22][N:21]=[CH:20]1. The yield is 0.640. (5) The reactants are [Br:1][C:2]1[CH:7]=[CH:6][C:5]([NH:8][C:9]2[CH:17]=[N:16][CH:15]=[CH:14][C:10]=2[C:11]([OH:13])=O)=[C:4]([CH3:18])[CH:3]=1.CCN(C(C)C)C(C)C.Cl.[CH2:29]([O:31][NH2:32])[CH3:30]. The catalyst is CN(C=O)C. The product is [Br:1][C:2]1[CH:7]=[CH:6][C:5]([NH:8][C:9]2[CH:17]=[N:16][CH:15]=[CH:14][C:10]=2[C:11]([NH:32][O:31][CH2:29][CH3:30])=[O:13])=[C:4]([CH3:18])[CH:3]=1. The yield is 0.770. (6) The reactants are [H-].[Na+].Br[CH2:4][C:5]1[CH:10]=[CH:9][C:8]([C:11]2[CH:16]=[CH:15][CH:14]=[CH:13][C:12]=2[C:17]#[N:18])=[CH:7][CH:6]=1.CN(C)C=O.[OH:24][C:25]1[CH:30]=[C:29]([CH3:31])[O:28][C:27](=[O:32])[CH:26]=1. The catalyst is C(Cl)(Cl)Cl.CO.O. The product is [OH:24][C:25]1[CH:30]=[C:29]([CH3:31])[O:28][C:27](=[O:32])[C:26]=1[CH2:4][C:5]1[CH:10]=[CH:9][C:8]([C:11]2[C:12]([C:17]#[N:18])=[CH:13][CH:14]=[CH:15][CH:16]=2)=[CH:7][CH:6]=1. The yield is 0.170.